This data is from Full USPTO retrosynthesis dataset with 1.9M reactions from patents (1976-2016). The task is: Predict the reactants needed to synthesize the given product. (1) Given the product [C:13]([C:17]([C:20]([C:23]([C:26]([C:29]([CH2:32][CH2:33][S:34]([NH:6][CH2:5][CH2:4][CH2:3][Cl:2])(=[O:36])=[O:35])([F:30])[F:31])([F:28])[F:27])([F:25])[F:24])([F:22])[F:21])([F:19])[F:18])([F:16])([F:15])[F:14], predict the reactants needed to synthesize it. The reactants are: Cl.[Cl:2][CH2:3][CH2:4][CH2:5][NH2:6].C([O-])([O-])=O.[K+].[K+].[C:13]([C:17]([C:20]([C:23]([C:26]([C:29]([CH2:32][CH2:33][S:34](Cl)(=[O:36])=[O:35])([F:31])[F:30])([F:28])[F:27])([F:25])[F:24])([F:22])[F:21])([F:19])[F:18])([F:16])([F:15])[F:14]. (2) Given the product [CH3:31][S:32]([O:29][CH2:28][CH2:27][N:26]1[C:19]2[C:18]([NH:17][C:14]3[CH:15]=[CH:16][C:11]([O:10][C:9]4[C:4]5[CH:3]=[N:2][S:1][C:5]=5[CH:6]=[CH:7][CH:8]=4)=[C:12]([CH3:30])[CH:13]=3)=[N:23][CH:22]=[N:21][C:20]=2[CH:24]=[CH:25]1)(=[O:34])=[O:33], predict the reactants needed to synthesize it. The reactants are: [S:1]1[C:5]2[CH:6]=[CH:7][CH:8]=[C:9]([O:10][C:11]3[CH:16]=[CH:15][C:14]([NH:17][C:18]4[C:19]5[N:26]([CH2:27][CH2:28][OH:29])[CH:25]=[CH:24][C:20]=5[N:21]=[CH:22][N:23]=4)=[CH:13][C:12]=3[CH3:30])[C:4]=2[CH:3]=[N:2]1.[CH3:31][S:32](O)(=[O:34])=[O:33]. (3) Given the product [F:10][C:11]1[CH:20]=[CH:19][C:18]2[NH:17][CH:16]([C:21]3[CH:26]=[CH:25][CH:24]=[C:23]([N:27]4[CH2:28][CH2:29][O:30][CH2:31][CH2:32]4)[CH:22]=3)[C:15]([CH3:33])([CH3:34])[CH2:14][C:13]=2[C:12]=1[C:35]([NH:9][S:6]([CH:3]1[CH2:5][CH2:4]1)(=[O:8])=[O:7])=[O:36], predict the reactants needed to synthesize it. The reactants are: [H-].[Na+].[CH:3]1([S:6]([NH2:9])(=[O:8])=[O:7])[CH2:5][CH2:4]1.[F:10][C:11]1[CH:20]=[CH:19][C:18]2[NH:17][CH:16]([C:21]3[CH:26]=[CH:25][CH:24]=[C:23]([N:27]4[CH2:32][CH2:31][O:30][CH2:29][CH2:28]4)[CH:22]=3)[C:15]([CH3:34])([CH3:33])[CH2:14][C:13]=2[C:12]=1[C:35](O)=[O:36].C(N1C=CN=C1)(N1C=CN=C1)=O. (4) Given the product [CH3:1][O:8][C:9]([NH:11][C@@H:12]([C@@H:17]1[CH2:22][CH2:21][CH2:20][O:19][CH2:18]1)[C:13]([O:15][CH3:16])=[O:14])=[O:10], predict the reactants needed to synthesize it. The reactants are: [CH2:1]([O:8][C:9]([NH:11][C@@H:12]([C@@H:17]1[CH2:22][CH2:21][CH2:20][O:19][CH2:18]1)[C:13]([O:15][CH3:16])=[O:14])=[O:10])C1C=CC=CC=1.C(OC(OC)=O)(OC)=O.